From a dataset of Full USPTO retrosynthesis dataset with 1.9M reactions from patents (1976-2016). Predict the reactants needed to synthesize the given product. (1) Given the product [CH2:24]([N:3]([CH2:1][CH3:2])[CH2:4][CH2:5][CH2:6][CH:7]([NH:9][C:10](=[O:23])[CH2:11][CH2:12][N:13]1[C:22]2[C:17](=[CH:18][C:19]([CH:34]=[O:35])=[CH:20][CH:21]=2)[CH2:16][CH2:15][CH2:14]1)[CH3:8])[CH3:25], predict the reactants needed to synthesize it. The reactants are: [CH2:1]([N:3]([CH2:24][CH3:25])[CH2:4][CH2:5][CH2:6][CH:7]([NH:9][C:10](=[O:23])[CH2:11][CH2:12][N:13]1[C:22]2[C:17](=[CH:18][CH:19]=[CH:20][CH:21]=2)[CH2:16][CH2:15][CH2:14]1)[CH3:8])[CH3:2].O=P(Cl)(Cl)Cl.CN([CH:34]=[O:35])C. (2) Given the product [Cl:1][C:2]1[CH:7]=[CH:6][C:5]([C:8]2[N:12]([CH:13]([CH:26]3[CH2:30][CH2:29][CH2:28][CH2:27]3)[CH2:14][O:15][C:16]3[C:23]([CH3:24])=[CH:22][C:19]([C:20]4[NH:47][N:46]=[N:45][N:21]=4)=[CH:18][C:17]=3[CH3:25])[C:11]3[CH:31]=[C:32]([F:36])[C:33]([F:35])=[CH:34][C:10]=3[N:9]=2)=[CH:4][CH:3]=1, predict the reactants needed to synthesize it. The reactants are: [Cl:1][C:2]1[CH:7]=[CH:6][C:5]([C:8]2[N:12]([CH:13]([CH:26]3[CH2:30][CH2:29][CH2:28][CH2:27]3)[CH2:14][O:15][C:16]3[C:23]([CH3:24])=[CH:22][C:19]([C:20]#[N:21])=[CH:18][C:17]=3[CH3:25])[C:11]3[CH:31]=[C:32]([F:36])[C:33]([F:35])=[CH:34][C:10]=3[N:9]=2)=[CH:4][CH:3]=1.Cl.C(N(CC)CC)C.[N-:45]=[N+:46]=[N-:47].[Na+].Cl.